Dataset: Merck oncology drug combination screen with 23,052 pairs across 39 cell lines. Task: Regression. Given two drug SMILES strings and cell line genomic features, predict the synergy score measuring deviation from expected non-interaction effect. (1) Drug 1: COc1cc(C2c3cc4c(cc3C(OC3OC5COC(C)OC5C(O)C3O)C3COC(=O)C23)OCO4)cc(OC)c1O. Drug 2: CNC(=O)c1cc(Oc2ccc(NC(=O)Nc3ccc(Cl)c(C(F)(F)F)c3)cc2)ccn1. Cell line: LNCAP. Synergy scores: synergy=-4.18. (2) Drug 1: CCN(CC)CCNC(=O)c1c(C)[nH]c(C=C2C(=O)Nc3ccc(F)cc32)c1C. Drug 2: CC1(c2nc3c(C(N)=O)cccc3[nH]2)CCCN1. Cell line: HT29. Synergy scores: synergy=11.6. (3) Drug 1: O=c1[nH]cc(F)c(=O)[nH]1. Drug 2: CS(=O)(=O)CCNCc1ccc(-c2ccc3ncnc(Nc4ccc(OCc5cccc(F)c5)c(Cl)c4)c3c2)o1. Cell line: SKMES1. Synergy scores: synergy=11.1. (4) Drug 1: Cc1nc(Nc2ncc(C(=O)Nc3c(C)cccc3Cl)s2)cc(N2CCN(CCO)CC2)n1. Drug 2: CCc1c2c(nc3ccc(O)cc13)-c1cc3c(c(=O)n1C2)COC(=O)C3(O)CC. Synergy scores: synergy=5.81. Cell line: OCUBM. (5) Drug 1: COc1cccc2c1C(=O)c1c(O)c3c(c(O)c1C2=O)CC(O)(C(=O)CO)CC3OC1CC(N)C(O)C(C)O1. Drug 2: N#Cc1ccc(Cn2cncc2CN2CCN(c3cccc(Cl)c3)C(=O)C2)cc1. Cell line: UWB1289. Synergy scores: synergy=-1.71. (6) Drug 1: CN1C(=O)C=CC2(C)C3CCC4(C)C(NC(=O)OCC(F)(F)F)CCC4C3CCC12. Drug 2: C=CCn1c(=O)c2cnc(Nc3ccc(N4CCN(C)CC4)cc3)nc2n1-c1cccc(C(C)(C)O)n1. Cell line: SW620. Synergy scores: synergy=2.03. (7) Drug 1: CCN(CC)CCNC(=O)c1c(C)[nH]c(C=C2C(=O)Nc3ccc(F)cc32)c1C. Drug 2: CCc1c2c(nc3ccc(O)cc13)-c1cc3c(c(=O)n1C2)COC(=O)C3(O)CC. Cell line: SKOV3. Synergy scores: synergy=1.95.